Dataset: Experimentally validated miRNA-target interactions with 360,000+ pairs, plus equal number of negative samples. Task: Binary Classification. Given a miRNA mature sequence and a target amino acid sequence, predict their likelihood of interaction. (1) The miRNA is hsa-miR-626 with sequence AGCUGUCUGAAAAUGUCUU. The protein sequence of the target gene is MQSKRDCELWCERVNPENKAALEAWVRETGIRLVQVNGQRKYGGPPPGWVGSPPPAGSEVFIGRLPQDVYEHQLIPLFQRVGRLYEFRLMMTFSGLNRGFAYARYSSRRGAQAAIATLHNHPLRPSCPLLVCRSTEKCELSVDGLPPNLTRSALLLALQPLGPGLQEARLLPSPGPAPGQIALLKFSSHRAAAMAKKALVEGQSHLCGEQVAVEWLKPDLKQRLRQQLVGPFLRSPQPEGSQLALARDKLGFQGARATLQLLCQRMKLGSPVFLTKCLGIGPAGWHRFWYQVVIPGHPVP.... Result: 0 (no interaction). (2) The miRNA is mmu-miR-429-3p with sequence UAAUACUGUCUGGUAAUGCCGU. The protein sequence of the target gene is MAAAAASAPQQLSDEELFSQLRRYGLSPGPVTESTRPVYLKKLKKLREEEQQQHRSGGRGNKTRNSNNNNTAAATVAAAGPAAAAAAGMGVRPVSGDLSYLRTPGGLCRISASGPESLLGGPGGASAAPAAGSKVLLGFSSDESDVEASPRDQAGGGGRKDRASLQYRGLKAPPAPLAASEVTNSNSAERRKPHSWWGARRPAGPELQTPPGKDGAVEDEEGEGEDGEERDPETEEPLWASRTVNGSRLVPYSCRENYSDSEEEDDDDVASSRQVLKDDSLSRHRPRRTHSKPLPPLTAK.... Result: 0 (no interaction). (3) The miRNA is hsa-miR-4657 with sequence AAUGUGGAAGUGGUCUGAGGCAU. The protein sequence of the target gene is MESRGCAALWVLLLAQVSEQQTPACALGLAAAASGSPEDPQPPPFSGSSWLETGEYDLVSAYEVDHRGDYVSHDIMHYQRRRRRRAVTQPGGDALHLRLKGPRHDLHLDLKAASNLMAPGFMVQTLGKGGTKSVQMFPPEENCFYQGSLRSQGNSSVALSTCQGLLGMIRTKDTDYFLKPLPPHLTSKLNRSAQGDSPSHVLYKRSTERQAPRENEVLMITRKRDLARPHLHHDNFHLGPSQKQHFCGRRKKYMPQPPNDDLYILPDEYKPSSRHKRSLLKSHRNEELNVETLVVVDRKM.... Result: 0 (no interaction). (4) Result: 1 (interaction). The protein sequence of the target gene is MAVLLETTLGDVVIDLYTEERPRACLNFLKLCKIKYYNYCLIHNVQRDFIIQTGDPTGTGRGGESIFGQLYGDQASFFEAEKVPRIKHKKKGTVSMVNNGSDQHGSQFLITTGENLDYLDGVHTVFGEVTEGMDIIKKINETFVDKDFVPYQDIRINHTVILDDPFDDPPDLLIPDRSPEPTREQLDSGRIGADEEIDDFKGRSAEEVEEIKAEKEAKTQAILLEMVGDLPDADIKPPENVLFVCKLNPVTTDEDLEIIFSRFGPIRSCEVIRDWKTGESLCYAFIEFEKEEDCEKAFFK.... The miRNA is hsa-miR-3163 with sequence UAUAAAAUGAGGGCAGUAAGAC. (5) The miRNA is hsa-miR-5583-3p with sequence GAAUAUGGGUAUAUUAGUUUGG. The protein sequence of the target gene is MVDLESEVPPLPPRYRFRDLLLGDQGWQNDDRVQVEFYMNENTFKERLKLFFIKNQRSSLRIRLFNFSLKLLSCLLYIIRVLLENPSQGNEWSHIFWVNRSLPLWGLQVSVALISLFETILLGYLSYKGNIWEQILRIPFILEIINAVPFIISIFWPSLRNLFVPVFLNCWLAKHALENMINDLHRAIQRTQSAMFNQVLILISTLLCLIFTCICGIQHLERIGKKLNLFDSLYFCIVTFSTVGFGDVTPETWSSKLFVVAMICVALVVLPIQFEQLAYLWMERQKSGGNYSRHRAQTEK.... Result: 0 (no interaction). (6) The miRNA is hsa-miR-365a-5p with sequence AGGGACUUUUGGGGGCAGAUGUG. The protein sequence of the target gene is MLRLLRLALAFYGRTADPAERQGPQQQGLPQGDTQLTTVQGVVTSFCGDYGMIDESIYFSSDVVTGNVPLKVGQKVNVVVEEDKPHYGLRAIKVDVVPRHLYGAGPSDSGTRVLIGCVTSINEDNIYISNSIYFSIAIVSEDFVPYKGDLLEVEYSTEPGISNIKATSVKPIRCIHTEEVCITSVHGRNGVIDYTIFFTLDSVKLPDGYVPQVDDIVNVVMVESIQFCFIWRAISITPVHKSSSGFQDDGGLGRPKRERRSQSI. Result: 0 (no interaction). (7) The miRNA is hsa-miR-26b-5p with sequence UUCAAGUAAUUCAGGAUAGGU. The protein sequence of the target gene is MGQCGITSSKTVLVFLNLIFWGAAGILCYVGAYVFITYDDYDHFFEDVYTLIPAVVIIAVGALLFIIGLIGCCATIRESRCGLATFVIILLLVFVTEVVVVVLGYVYRAKVENEVDRSIQKVYKTYNGTNPDAASRAIDYVQRQLHCCGIHNYSDWENTDWFKETKNQSVPLSCCRETASNCNGSLAHPSDLYAEGCEALVVKKLQEIMMHVIWAALAFAAIQLLGMLCACIVLCRRSRDPAYELLITGGTYA. Result: 1 (interaction). (8) The miRNA is hsa-miR-548bb-3p with sequence CAAAAACCAUAGUUACUUUUGC. The protein sequence of the target gene is MPPKDDKKKKDAGKSAKKDKDPVNKSGGKAKKKKWSKGKVRDKLNNLVLFDKATYDKLCKEVPNYKLITPAVVSERLKIRGSLARAALQELLSKGLIKLVSKHRAQVIYTRNTKGGDAPAAGEDA. Result: 0 (no interaction).